This data is from Catalyst prediction with 721,799 reactions and 888 catalyst types from USPTO. The task is: Predict which catalyst facilitates the given reaction. (1) Reactant: [F:1][C:2]([F:20])([F:19])[C:3]1[CH:8]=[CH:7][C:6]([C@@H:9]2[C:18]3[C:13](=[CH:14][CH:15]=[CH:16][CH:17]=3)[CH2:12][CH2:11][NH:10]2)=[CH:5][CH:4]=1.[CH3:21][N:22]1[CH:26]=[CH:25][C:24]([C:27](O)=[O:28])=[N:23]1.O.ON1C2C=CC=CC=2N=N1.C(N=C=NC(C)C)(C)C. Product: [CH3:21][N:22]1[CH2:26][CH2:25][C:24]([C:27]([N:10]2[CH2:11][CH2:12][C:13]3[C:18](=[CH:17][CH:16]=[CH:15][CH:14]=3)[C@H:9]2[C:6]2[CH:5]=[CH:4][C:3]([C:2]([F:1])([F:19])[F:20])=[CH:8][CH:7]=2)=[O:28])=[N:23]1. The catalyst class is: 121. (2) Product: [F:31][C:32]([F:36])([F:35])[CH2:33][O:34][C:2]1[CH:7]=[CH:6][C:5]([S:8]([C@H:11]2[CH2:15][N:14]([C:16]([O:18][C:19]([CH3:20])([CH3:22])[CH3:21])=[O:17])[C@H:13]([C:23]([O:25][CH3:26])=[O:24])[CH2:12]2)(=[O:9])=[O:10])=[C:4]([C:27]([F:28])([F:30])[F:29])[CH:3]=1. Reactant: F[C:2]1[CH:7]=[CH:6][C:5]([S:8]([C@H:11]2[CH2:15][N:14]([C:16]([O:18][C:19]([CH3:22])([CH3:21])[CH3:20])=[O:17])[C@H:13]([C:23]([O:25][CH3:26])=[O:24])[CH2:12]2)(=[O:10])=[O:9])=[C:4]([C:27]([F:30])([F:29])[F:28])[CH:3]=1.[F:31][C:32]([F:36])([F:35])[CH2:33][OH:34].C(=O)([O-])[O-].[Cs+].[Cs+]. The catalyst class is: 80. (3) Reactant: [CH3:1][C:2]([CH3:45])([CH3:44])[CH:3]([NH:16][C:17]1[C:22]([F:23])=[CH:21][N:20]=[C:19]([C:24]2[C:32]3[C:27](=[N:28][CH:29]=[C:30]([F:33])[CH:31]=3)[N:26]([S:34]([C:37]3[CH:43]=[CH:42][C:40]([CH3:41])=[CH:39][CH:38]=3)(=[O:36])=[O:35])[CH:25]=2)[N:18]=1)[CH2:4][CH2:5][Se]C1C=CC=CC=1[N+]([O-])=O.C1C=C(Cl)C=C(C(OO)=O)C=1. Product: [CH3:1][C:2]([CH3:45])([CH3:44])[CH:3]([NH:16][C:17]1[C:22]([F:23])=[CH:21][N:20]=[C:19]([C:24]2[C:32]3[C:27](=[N:28][CH:29]=[C:30]([F:33])[CH:31]=3)[N:26]([S:34]([C:37]3[CH:38]=[CH:39][C:40]([CH3:41])=[CH:42][CH:43]=3)(=[O:36])=[O:35])[CH:25]=2)[N:18]=1)[CH:4]=[CH2:5]. The catalyst class is: 452. (4) The catalyst class is: 1. Product: [CH3:23][O:20][C:19]([CH:17]1[CH2:18][CH:16]1[C:12]1[CH:11]=[C:10]([F:22])[C:9]([O:8][CH2:1][C:2]2[CH:3]=[CH:4][CH:5]=[CH:6][CH:7]=2)=[C:14]([F:15])[CH:13]=1)=[O:21]. Reactant: [CH2:1]([O:8][C:9]1[C:14]([F:15])=[CH:13][C:12]([CH:16]2[CH2:18][CH:17]2[C:19]([OH:21])=[O:20])=[CH:11][C:10]=1[F:22])[C:2]1[CH:7]=[CH:6][CH:5]=[CH:4][CH:3]=1.[CH2:23](C1COC(=O)N1)C1C=CC=CC=1. (5) Reactant: [NH2:1][C:2]1[CH:3]=[CH:4][C:5]([S:20]([CH:23]([CH3:25])[CH3:24])(=[O:22])=[O:21])=[C:6]([C@H:8]2[CH2:12][CH2:11][CH2:10][N:9]2C(OC(C)(C)C)=O)[CH:7]=1.[C:26](=[O:29])(O)[O-].[Na+].C(Cl)([Cl:33])=O.[CH2:35]([N:37](CC)[CH2:38]C)C.Cl.CNC. Product: [ClH:33].[CH:23]([S:20]([C:5]1[CH:4]=[CH:3][C:2]([NH:1][C:26](=[O:29])[N:37]([CH3:38])[CH3:35])=[CH:7][C:6]=1[C@H:8]1[CH2:12][CH2:11][CH2:10][NH:9]1)(=[O:21])=[O:22])([CH3:24])[CH3:25]. The catalyst class is: 4. (6) Reactant: [CH3:1][C:2]([C:4]1[CH:9]=[CH:8][C:7]([I:10])=[CH:6][CH:5]=1)=[O:3].[CH3:11][O:12][C:13]1[CH:14]=[C:15]([CH:18]=[CH:19][C:20]=1[O:21][CH3:22])[CH:16]=O.[OH-].[K+]. Product: [CH3:11][O:12][C:13]1[CH:14]=[C:15]([CH:16]=[CH:1][C:2]([C:4]2[CH:9]=[CH:8][C:7]([I:10])=[CH:6][CH:5]=2)=[O:3])[CH:18]=[CH:19][C:20]=1[O:21][CH3:22]. The catalyst class is: 8. (7) Reactant: C(#N)C.[OH:4][C:5]1[CH:20]=[CH:19][C:8]([CH2:9][CH2:10][NH:11][C:12](=[O:18])[O:13][C:14]([CH3:17])([CH3:16])[CH3:15])=[CH:7][C:6]=1[O:21][CH3:22].Br[CH:24]([CH3:26])[CH3:25].C(=O)([O-])[O-].[K+].[K+]. Product: [CH:24]([O:4][C:5]1[CH:20]=[CH:19][C:8]([CH2:9][CH2:10][NH:11][C:12](=[O:18])[O:13][C:14]([CH3:17])([CH3:15])[CH3:16])=[CH:7][C:6]=1[O:21][CH3:22])([CH3:26])[CH3:25]. The catalyst class is: 25.